This data is from Full USPTO retrosynthesis dataset with 1.9M reactions from patents (1976-2016). The task is: Predict the reactants needed to synthesize the given product. The reactants are: [O:1]([CH2:8][CH2:9][OH:10])[C:2]1[CH:7]=[CH:6][CH:5]=[CH:4][CH:3]=1.CCOCC.[C:16](O)(=[O:38])[CH2:17][CH2:18][CH2:19][CH2:20][CH2:21][CH2:22][CH2:23][CH2:24][CH2:25][CH2:26][CH2:27][CH2:28][CH2:29][CH2:30][CH2:31][CH2:32][CH2:33][CH2:34][CH2:35][CH2:36][CH3:37].CS(O)(=O)=O. Given the product [C:16]([O:10][CH2:9][CH2:8][O:1][C:2]1[CH:7]=[CH:6][CH:5]=[CH:4][CH:3]=1)(=[O:38])[CH2:17][CH2:18][CH2:19][CH2:20][CH2:21][CH2:22][CH2:23][CH2:24][CH2:25][CH2:26][CH2:27][CH2:28][CH2:29][CH2:30][CH2:31][CH2:32][CH2:33][CH2:34][CH2:35][CH2:36][CH3:37], predict the reactants needed to synthesize it.